From a dataset of Forward reaction prediction with 1.9M reactions from USPTO patents (1976-2016). Predict the product of the given reaction. (1) Given the reactants Cl.[CH3:2][O:3][CH2:4][CH2:5][O:6][C:7]1[CH:8]=[C:9]([CH:11]=[CH:12][C:13]=1[C:14]([F:17])([F:16])[F:15])[NH2:10].[I:18]N1C(=O)CCC1=O, predict the reaction product. The product is: [I:18][C:11]1[CH:12]=[C:13]([C:14]([F:15])([F:16])[F:17])[C:7]([O:6][CH2:5][CH2:4][O:3][CH3:2])=[CH:8][C:9]=1[NH2:10]. (2) Given the reactants [O:1]=[C:2]1[C:11]2[C:6](=[C:7]([Cl:12])[CH:8]=[CH:9][CH:10]=2)[NH:5][CH:4]=[C:3]1[C:13]([O:15]CC)=[O:14].[I-].[K+].C(=O)([O-])[O-].[Na+].[Na+].Cl[CH2:27][C:28]1[CH:33]=[CH:32][C:31]([O:34][CH3:35])=[CH:30][CH:29]=1, predict the reaction product. The product is: [Cl:12][C:7]1[CH:8]=[CH:9][CH:10]=[C:11]2[C:6]=1[N:5]([CH2:27][C:28]1[CH:33]=[CH:32][C:31]([O:34][CH3:35])=[CH:30][CH:29]=1)[CH:4]=[C:3]([C:13]([OH:15])=[O:14])[C:2]2=[O:1]. (3) Given the reactants [CH3:1][C:2]1[CH:14]=[CH:13][C:5]([C:6]([NH:8][S:9]([CH3:12])(=[O:11])=[O:10])=[O:7])=[CH:4][CH:3]=1.[Br:15]N1C(=O)CCC1=O.O, predict the reaction product. The product is: [Br:15][CH2:1][C:2]1[CH:3]=[CH:4][C:5]([C:6]([NH:8][S:9]([CH3:12])(=[O:11])=[O:10])=[O:7])=[CH:13][CH:14]=1. (4) Given the reactants [H-].[Na+].[F:3][C:4]1[CH:9]=[C:8]([OH:10])[CH:7]=[CH:6][C:5]=1[N:11]1[CH:16]=[C:15]([O:17][CH3:18])[C:14](=[O:19])[C:13]([C:20]2[N:24]([C:25]3[CH:30]=[CH:29][CH:28]=[CH:27][CH:26]=3)[N:23]=[CH:22][CH:21]=2)=[N:12]1.C1C=CC(N([S:38]([C:41]([F:44])([F:43])[F:42])(=[O:40])=[O:39])[S:38]([C:41]([F:44])([F:43])[F:42])(=[O:40])=[O:39])=CC=1, predict the reaction product. The product is: [F:42][C:41]([F:44])([F:43])[S:38]([O:10][C:8]1[CH:7]=[CH:6][C:5]([N:11]2[CH:16]=[C:15]([O:17][CH3:18])[C:14](=[O:19])[C:13]([C:20]3[N:24]([C:25]4[CH:26]=[CH:27][CH:28]=[CH:29][CH:30]=4)[N:23]=[CH:22][CH:21]=3)=[N:12]2)=[C:4]([F:3])[CH:9]=1)(=[O:40])=[O:39].